Dataset: Full USPTO retrosynthesis dataset with 1.9M reactions from patents (1976-2016). Task: Predict the reactants needed to synthesize the given product. (1) The reactants are: Cl[CH:2]([C:15]1[CH:20]=[CH:19][CH:18]=[CH:17][CH:16]=1)[C:3]([NH:5][C:6]1[CH:11]=[CH:10][CH:9]=[C:8]([CH2:12][CH3:13])[C:7]=1[OH:14])=[O:4].C(=O)([O-])[O-].[K+].[K+].Cl.O. Given the product [CH2:12]([C:8]1[C:7]2[O:14][CH:2]([C:15]3[CH:20]=[CH:19][CH:18]=[CH:17][CH:16]=3)[C:3](=[O:4])[NH:5][C:6]=2[CH:11]=[CH:10][CH:9]=1)[CH3:13], predict the reactants needed to synthesize it. (2) Given the product [CH3:1][C:9]([CH2:8][CH:16]1[C:17](=[O:18])[O:19][C:14](=[O:20])[CH2:15]1)=[CH2:10], predict the reactants needed to synthesize it. The reactants are: [C:1]1(=O)OCCO1.C1(=O)N[C:10](=O)[CH2:9][CH2:8]1.[C:14]1(=[O:20])[O:19][C:17](=[O:18])[CH:16]=[CH:15]1. (3) The reactants are: [OH:1][C:2]1[N:7]=[CH:6][N:5]=[C:4]([C:8]([O:10]CC)=[O:9])[C:3]=1[CH3:13]. Given the product [OH:1][C:2]1[N:7]=[CH:6][N:5]=[C:4]([C:8]([OH:10])=[O:9])[C:3]=1[CH3:13], predict the reactants needed to synthesize it. (4) The reactants are: Br[C:2]1[CH:3]=[C:4]([CH:7]=[CH:8][CH:9]=1)[C:5]#[N:6].C([NH2:17])C1C=CC=CC=1.C1(P(C2C=CC=CC=2)[C:25]2(P(C3C=CC=CC=3)C3C=CC=CC=3)[CH2:34][CH:33]=[C:32]3[C:27](C=CC=C3)=[C:26]2[C:35]2C3C(=CC=CC=3)C=CC=2)C=CC=CC=1.CC(C)([O-])C.[Na+]. Given the product [CH2:35]([C:2]1[C:3]([NH2:17])=[C:4]([CH:7]=[CH:8][CH:9]=1)[C:5]#[N:6])[C:26]1[CH:27]=[CH:32][CH:33]=[CH:34][CH:25]=1, predict the reactants needed to synthesize it. (5) Given the product [CH2:21]([CH:23]([CH2:26][CH2:27][CH2:28][CH3:29])[CH2:24][N:7]1[C:6]([C:2]2[O:1][CH:5]=[CH:4][CH:3]=2)=[C:13]2[C:9](=[C:10]([C:15]3[O:16][CH:17]=[CH:18][CH:19]=3)[N:11]([CH2:8][CH:9]([CH2:13][CH3:6])[CH2:10][CH2:15][CH2:19][CH3:18])[C:12]2=[O:14])[C:8]1=[O:20])[CH3:22], predict the reactants needed to synthesize it. The reactants are: [O:1]1[CH:5]=[CH:4][CH:3]=[C:2]1[C:6]1[NH:7][C:8](=[O:20])[C:9]2[C:13]=1[C:12](=[O:14])[NH:11][C:10]=2[C:15]1[O:16][CH:17]=[CH:18][CH:19]=1.[CH2:21]([CH:23]([CH2:26][CH2:27][CH2:28][CH3:29])[CH2:24]Br)[CH3:22]. (6) Given the product [CH3:34][C:23]1[CH:22]=[C:21]([C:19]([N:10]2[C:11]3[CH:18]=[CH:17][CH:16]=[CH:15][C:12]=3[CH2:13][N:14]3[C:5]([C:3]([NH:46][CH2:45][CH2:44][CH2:43][C:37]4[CH:42]=[CH:41][CH:40]=[CH:39][CH:38]=4)=[O:4])=[CH:6][CH:7]=[C:8]3[CH2:9]2)=[O:20])[CH:26]=[CH:25][C:24]=1[C:27]1[CH:32]=[CH:31][CH:30]=[CH:29][C:28]=1[CH3:33], predict the reactants needed to synthesize it. The reactants are: ClC(Cl)(Cl)[C:3]([C:5]1[N:14]2[C:8]([CH2:9][N:10]([C:19]([C:21]3[CH:26]=[CH:25][C:24]([C:27]4[CH:32]=[CH:31][CH:30]=[CH:29][C:28]=4[CH3:33])=[C:23]([CH3:34])[CH:22]=3)=[O:20])[C:11]3[CH:18]=[CH:17][CH:16]=[CH:15][C:12]=3[CH2:13]2)=[CH:7][CH:6]=1)=[O:4].[C:37]1([CH2:43][CH2:44][CH2:45][NH2:46])[CH:42]=[CH:41][CH:40]=[CH:39][CH:38]=1.